This data is from NCI-60 drug combinations with 297,098 pairs across 59 cell lines. The task is: Regression. Given two drug SMILES strings and cell line genomic features, predict the synergy score measuring deviation from expected non-interaction effect. Drug 1: C1CC(=O)NC(=O)C1N2C(=O)C3=CC=CC=C3C2=O. Drug 2: CN(C(=O)NC(C=O)C(C(C(CO)O)O)O)N=O. Cell line: SNB-19. Synergy scores: CSS=-14.8, Synergy_ZIP=-6.23, Synergy_Bliss=-32.7, Synergy_Loewe=-36.4, Synergy_HSA=-43.5.